Dataset: Catalyst prediction with 721,799 reactions and 888 catalyst types from USPTO. Task: Predict which catalyst facilitates the given reaction. (1) Reactant: [CH3:1][N:2]([CH3:38])[C:3]([C:5]1[CH:10]=[CH:9][C:8]([NH:11][C:12]2[C:13]3[C:20]([F:21])=[CH:19][N:18]([CH:22]4[CH2:27][CH2:26][N:25]([C:28]5[N:33]=[CH:32][C:31]([C:34]([OH:36])=O)=[CH:30][N:29]=5)[CH2:24][CH2:23]4)[C:14]=3[N:15]=[CH:16][N:17]=2)=[C:7]([F:37])[CH:6]=1)=[O:4].[F:39][C:40]1([F:44])[CH2:43][NH:42][CH2:41]1.O.ON1C2C=CC=CC=2N=N1.Cl.C(N=C=NCCCN(C)C)C.C(=O)([O-])O.[Na+]. Product: [F:39][C:40]1([F:44])[CH2:43][N:42]([C:34]([C:31]2[CH:32]=[N:33][C:28]([N:25]3[CH2:26][CH2:27][CH:22]([N:18]4[C:14]5[N:15]=[CH:16][N:17]=[C:12]([NH:11][C:8]6[CH:9]=[CH:10][C:5]([C:3]([N:2]([CH3:38])[CH3:1])=[O:4])=[CH:6][C:7]=6[F:37])[C:13]=5[C:20]([F:21])=[CH:19]4)[CH2:23][CH2:24]3)=[N:29][CH:30]=2)=[O:36])[CH2:41]1. The catalyst class is: 347. (2) Reactant: [CH:1]1[N:5]2[C:6]3[CH:14]=[CH:13][CH:12]=[CH:11][C:7]=3[CH2:8][CH2:9][CH2:10][C:4]2=[C:3](/[CH:15]=[C:16]2/[C:17](=[O:29])[N:18]([C:22]([O:24][C:25]([CH3:28])([CH3:27])[CH3:26])=[O:23])[CH2:19][CH2:20][CH2:21]/2)[N:2]=1. Product: [CH:1]1[N:5]2[C:6]3[CH:14]=[CH:13][CH:12]=[CH:11][C:7]=3[CH2:8][CH2:9][CH2:10][C:4]2=[C:3]([CH2:15][CH:16]2[CH2:21][CH2:20][CH2:19][N:18]([C:22]([O:24][C:25]([CH3:27])([CH3:26])[CH3:28])=[O:23])[C:17]2=[O:29])[N:2]=1. The catalyst class is: 312. (3) Reactant: [Br:1][CH2:2][CH2:3][CH2:4][CH2:5][C:6](Cl)=[O:7].[Cl-].[Cl-].[Cl-].[Al+3].[S:13]1[CH:17]=[CH:16][C:15]2[CH:18]=[CH:19][CH:20]=[CH:21][C:14]1=2. Product: [S:13]1[C:17]([C:6](=[O:7])[CH2:5][CH2:4][CH2:3][CH2:2][Br:1])=[CH:16][C:15]2[CH:18]=[CH:19][CH:20]=[CH:21][C:14]1=2. The catalyst class is: 4. (4) Reactant: [Br:1][C:2]1[C:11]2[C:6](=[CH:7][CH:8]=[CH:9][CH:10]=2)[CH:5]=[C:4]([S:12]([C:14]2[CH:19]=[CH:18][C:17]([F:20])=[CH:16][CH:15]=2)=[O:13])[N:3]=1.C1C=C(Cl)C=C(C(OO)=[O:29])C=1. Product: [Br:1][C:2]1[C:11]2[C:6](=[CH:7][CH:8]=[CH:9][CH:10]=2)[CH:5]=[C:4]([S:12]([C:14]2[CH:19]=[CH:18][C:17]([F:20])=[CH:16][CH:15]=2)(=[O:29])=[O:13])[N:3]=1. The catalyst class is: 2. (5) Reactant: Cl[C:2]1[C:7]([C:8]([N:10]2[C@H:15]([CH3:16])[CH2:14][CH2:13][C@@H:12]([O:17][C:18]3[C:23]([CH3:24])=[C:22]([C:25]#[N:26])[CH:21]=[CH:20][N:19]=3)[CH2:11]2)=[O:9])=[CH:6][CH:5]=[C:4]([O:27][CH3:28])[N:3]=1.[CH3:29][NH:30][CH3:31].C([O-])(O)=O.[Na+].O. Product: [CH3:29][N:30]([CH3:31])[C:2]1[C:7]([C:8]([N:10]2[C@H:15]([CH3:16])[CH2:14][CH2:13][C@@H:12]([O:17][C:18]3[C:23]([CH3:24])=[C:22]([C:25]#[N:26])[CH:21]=[CH:20][N:19]=3)[CH2:11]2)=[O:9])=[CH:6][CH:5]=[C:4]([O:27][CH3:28])[N:3]=1. The catalyst class is: 3.